This data is from Forward reaction prediction with 1.9M reactions from USPTO patents (1976-2016). The task is: Predict the product of the given reaction. (1) The product is: [C:12]([C:14](=[CH:1][C:3]1[CH:4]=[C:5]2[C:9](=[CH:10][CH:11]=1)[NH:8][N:7]=[CH:6]2)[C:15]([NH2:17])=[O:16])#[N:13]. Given the reactants [CH:1]([C:3]1[CH:4]=[C:5]2[C:9](=[CH:10][CH:11]=1)[NH:8][N:7]=[CH:6]2)=O.[C:12]([CH2:14][C:15]([NH2:17])=[O:16])#[N:13].N1CCCCC1, predict the reaction product. (2) Given the reactants BrC(C)C(OCC)=O.Cl.C1([CH:16]([N:20]2[CH2:25][CH2:24][CH:23](C3C=CC(NC(C4C=CC=CC=4C4C=CC(C(F)(F)F)=CC=4)=O)=CC=3)[CH2:22][CH2:21]2)[C:17]([OH:19])=[O:18])C=CC=CC=1.C(NC(=S)N(CCCC)CCCC)CCC, predict the reaction product. The product is: [N:20]1([CH2:16][C:17]([OH:19])=[O:18])[CH2:25][CH2:24][CH2:23][CH2:22][CH2:21]1.